This data is from Forward reaction prediction with 1.9M reactions from USPTO patents (1976-2016). The task is: Predict the product of the given reaction. (1) Given the reactants [Br:1][C:2]1[CH:7]=[CH:6][C:5](I)=[C:4]([CH3:9])[CH:3]=1.[CH3:10][S:11]([OH:13])=[O:12].[Na], predict the reaction product. The product is: [Br:1][C:2]1[CH:7]=[CH:6][C:5]([S:11]([CH3:10])(=[O:13])=[O:12])=[C:4]([CH3:9])[CH:3]=1. (2) Given the reactants [NH2:1][C:2]1[CH:3]=[CH:4][C:5]2[C:6]3[N:14]=[C:13]([C:15]4[CH:20]=[CH:19][CH:18]=[C:17]([C:21]([F:24])([F:23])[F:22])[CH:16]=4)[CH:12]=[C:11]([C:25]([NH2:27])=[O:26])[C:7]=3[NH:8][C:9]=2[CH:10]=1.[CH3:28][C:29](=O)[CH3:30].C(O[BH-](OC(=O)C)OC(=O)C)(=O)C.[Na+].C(O)(C(F)(F)F)=O.N, predict the reaction product. The product is: [CH:29]([NH:1][C:2]1[CH:3]=[CH:4][C:5]2[C:6]3[N:14]=[C:13]([C:15]4[CH:20]=[CH:19][CH:18]=[C:17]([C:21]([F:24])([F:23])[F:22])[CH:16]=4)[CH:12]=[C:11]([C:25]([NH2:27])=[O:26])[C:7]=3[NH:8][C:9]=2[CH:10]=1)([CH3:30])[CH3:28]. (3) Given the reactants [ClH:1].Cl.[NH2:3][CH:4]1[CH2:9][CH2:8][N:7]([CH2:10][C@H:11]2[N:22]3[C:23]4[N:14]([C:15](=[O:25])[CH:16]=[N:17][C:18]=4[CH:19]=[CH:20][C:21]3=[O:24])[CH2:13][CH2:12]2)[CH2:6][CH2:5]1.[O:26]1[C:31]2=[CH:32][N:33]=[C:34]([CH:36]=O)[CH:35]=[C:30]2[CH2:29][CH2:28][CH2:27]1, predict the reaction product. The product is: [ClH:1].[ClH:1].[O:26]1[C:31]2=[CH:32][N:33]=[C:34]([CH2:36][NH:3][CH:4]3[CH2:9][CH2:8][N:7]([CH2:10][C@H:11]4[N:22]5[C:23]6[N:14]([C:15](=[O:25])[CH:16]=[N:17][C:18]=6[CH:19]=[CH:20][C:21]5=[O:24])[CH2:13][CH2:12]4)[CH2:6][CH2:5]3)[CH:35]=[C:30]2[CH2:29][CH2:28][CH2:27]1. (4) Given the reactants [CH2:1]([Mg]Cl)[C:2]1[CH:7]=[CH:6][CH:5]=[CH:4][CH:3]=1.CCOCC.[F:15][C:16]([F:37])([F:36])[CH2:17][N:18]1[C:23](=[O:24])[C:22](Cl)=[C:21]([C:26]2[CH:31]=[CH:30][C:29]([S:32]([CH3:35])(=[O:34])=[O:33])=[CH:28][CH:27]=2)[CH:20]=[N:19]1.N, predict the reaction product. The product is: [F:37][C:16]([F:15])([F:36])[CH2:17][N:18]1[C:23](=[O:24])[C:22]([CH2:1][C:2]2[CH:7]=[CH:6][CH:5]=[CH:4][CH:3]=2)=[C:21]([C:26]2[CH:27]=[CH:28][C:29]([S:32]([CH3:35])(=[O:34])=[O:33])=[CH:30][CH:31]=2)[CH:20]=[N:19]1. (5) Given the reactants [NH2:1][CH2:2][C@@H:3]1[C@H:8]([CH3:9])[CH2:7][CH2:6][CH2:5][N:4]1[C:10]([C:12]1[CH:17]=[C:16]([CH3:18])[CH:15]=[CH:14][C:13]=1[N:19]1[N:23]=[CH:22][CH:21]=[N:20]1)=[O:11].Cl[C:25]1[N:30]=[N:29][C:28]([C:31]#[N:32])=[CH:27][CH:26]=1, predict the reaction product. The product is: [CH3:9][C@@H:8]1[CH2:7][CH2:6][CH2:5][N:4]([C:10](=[O:11])[C:12]2[CH:17]=[C:16]([CH3:18])[CH:15]=[CH:14][C:13]=2[N:19]2[N:23]=[CH:22][CH:21]=[N:20]2)[C@@H:3]1[CH2:2][NH:1][C:25]1[N:30]=[N:29][C:28]([C:31]#[N:32])=[CH:27][CH:26]=1. (6) Given the reactants [I:1][C:2]1[CH:7]=[CH:6][C:5]([CH2:8][C:9]#[N:10])=[CH:4][C:3]=1[CH3:11].C(=O)([O-])[O-].[K+].[K+].Cl.[NH2:19][OH:20], predict the reaction product. The product is: [OH:20]/[N:19]=[C:9](\[NH2:10])/[CH2:8][C:5]1[CH:6]=[CH:7][C:2]([I:1])=[C:3]([CH3:11])[CH:4]=1. (7) Given the reactants [Cl:1][C:2]1[CH:7]=[CH:6][N:5]=[C:4]([N:8]2[CH2:19][CH2:18][N:17]3[C:10](=[CH:11][C:12]4[CH2:13][C:14]([CH3:21])([CH3:20])[CH2:15][C:16]=43)[C:9]2=[O:22])[C:3]=1[CH:23]=[O:24].CC(=CC)C.[O-:30]Cl=O.[Na+].O, predict the reaction product. The product is: [Cl:1][C:2]1[CH:7]=[CH:6][N:5]=[C:4]([N:8]2[CH2:19][CH2:18][N:17]3[C:10](=[CH:11][C:12]4[CH2:13][C:14]([CH3:21])([CH3:20])[CH2:15][C:16]=43)[C:9]2=[O:22])[C:3]=1[C:23]([OH:30])=[O:24].